Dataset: Aqueous solubility values for 9,982 compounds from the AqSolDB database. Task: Regression/Classification. Given a drug SMILES string, predict its absorption, distribution, metabolism, or excretion properties. Task type varies by dataset: regression for continuous measurements (e.g., permeability, clearance, half-life) or binary classification for categorical outcomes (e.g., BBB penetration, CYP inhibition). For this dataset (solubility_aqsoldb), we predict Y. (1) The compound is CN. The Y is 1.37 log mol/L. (2) The compound is O=[N+]([O-])c1ccc(O)cc1-c1ccccc1. The Y is -3.63 log mol/L. (3) The molecule is C/C(C=O)=C/c1ccccc1. The Y is -2.47 log mol/L. (4) The drug is CC1=NN(c2ccccc2)C(=O)C1N=Nc1ccccc1. The Y is -7.54 log mol/L. (5) The drug is CCC[C@@H](N)C(=O)O. The Y is -0.0687 log mol/L.